The task is: Predict which catalyst facilitates the given reaction.. This data is from Catalyst prediction with 721,799 reactions and 888 catalyst types from USPTO. (1) Reactant: [OH:1][CH2:2][CH2:3][N:4]([CH2:12][CH2:13][N:14]1[CH2:19][CH2:18][S:17][C:16]2[CH:20]=[C:21]([NH:24][C:25]([C:27]3[S:28][CH:29]=[CH:30][CH:31]=3)=[NH:26])[CH:22]=[CH:23][C:15]1=2)C(=O)OC(C)(C)C.[ClH:32]. Product: [ClH:32].[ClH:32].[OH:1][CH2:2][CH2:3][NH:4][CH2:12][CH2:13][N:14]1[CH2:19][CH2:18][S:17][C:16]2[CH:20]=[C:21]([NH:24][C:25]([C:27]3[S:28][CH:29]=[CH:30][CH:31]=3)=[NH:26])[CH:22]=[CH:23][C:15]1=2. The catalyst class is: 5. (2) Reactant: [F:1][C:2]1[CH:11]=[CH:10][CH:9]=[C:8]2[C:3]=1[N:4]([C:17](=[O:40])[NH:18][CH2:19][C:20]1[CH:25]=[CH:24][C:23]([C:26]([N:28]3[CH2:34][CH2:33][CH2:32][CH2:31][C:30]4[CH:35]=[CH:36][CH:37]=[CH:38][C:29]3=4)=[O:27])=[CH:22][C:21]=1[CH3:39])[CH2:5][C:6](=[O:16])[N:7]2[CH2:12][C:13](O)=[O:14].CN1CCOCC1.ClC(OCC(C)C)=O.[BH4-].[Na+].[Cl-].[NH4+]. Product: [CH3:39][C:21]1[CH:22]=[C:23]([C:26]([N:28]2[CH2:34][CH2:33][CH2:32][CH2:31][C:30]3[CH:35]=[CH:36][CH:37]=[CH:38][C:29]2=3)=[O:27])[CH:24]=[CH:25][C:20]=1[CH2:19][NH:18][C:17]([N:4]1[C:3]2[C:8](=[CH:9][CH:10]=[CH:11][C:2]=2[F:1])[N:7]([CH2:12][CH2:13][OH:14])[C:6](=[O:16])[CH2:5]1)=[O:40]. The catalyst class is: 20.